Dataset: Forward reaction prediction with 1.9M reactions from USPTO patents (1976-2016). Task: Predict the product of the given reaction. (1) Given the reactants [CH:1]1([C:4]([NH:6][C:7]2[N:8]=[C:9]3[CH:14]=[CH:13][C:12]([O:15][C:16]4[CH:17]=[C:18]([CH:22]=[CH:23][CH:24]=4)[C:19]([OH:21])=O)=[N:11][N:10]3[CH:25]=2)=[O:5])[CH2:3][CH2:2]1.[NH2:26][C:27]1[CH:32]=[CH:31][C:30]([C:33]([CH3:37])([CH3:36])[C:34]#[N:35])=[CH:29][CH:28]=1.Cl.CN(C)CCCN=C=NCC, predict the reaction product. The product is: [C:34]([C:33]([C:30]1[CH:29]=[CH:28][C:27]([NH:26][C:19](=[O:21])[C:18]2[CH:22]=[CH:23][CH:24]=[C:16]([O:15][C:12]3[CH:13]=[CH:14][C:9]4[N:10]([CH:25]=[C:7]([NH:6][C:4]([CH:1]5[CH2:3][CH2:2]5)=[O:5])[N:8]=4)[N:11]=3)[CH:17]=2)=[CH:32][CH:31]=1)([CH3:37])[CH3:36])#[N:35]. (2) The product is: [C:27]([O:26][C:24]([N:31]1[CH2:36][CH2:35][N:34]2[C@@H:33]([CH2:37][O:38][C@:12]([C:14]3[CH:21]=[CH:20][C:19]([F:22])=[C:16]([C:17]#[N:18])[C:15]=3[CH3:23])([OH:13])[CH2:11]2)[CH2:32]1)=[O:25])([CH3:30])([CH3:29])[CH3:28]. Given the reactants C(N(C(C)C)CC)(C)C.Br[CH2:11][C:12]([C:14]1[C:15]([CH3:23])=[C:16]([C:19]([F:22])=[CH:20][CH:21]=1)[C:17]#[N:18])=[O:13].[C:24]([N:31]1[CH2:36][CH2:35][NH:34][C@@H:33]([CH2:37][OH:38])[CH2:32]1)([O:26][C:27]([CH3:30])([CH3:29])[CH3:28])=[O:25], predict the reaction product.